This data is from Catalyst prediction with 721,799 reactions and 888 catalyst types from USPTO. The task is: Predict which catalyst facilitates the given reaction. (1) Reactant: C([N:5]1[C:14]2[C:9](=[CH:10][C:11]([F:18])=[C:12]([N:15]([CH3:17])[CH3:16])[N:13]=2)[C:8](=[O:19])[C:7]([C:20]([O:22]CC)=[O:21])=[CH:6]1)(C)(C)C. Product: [CH3:16][N:15]([CH3:17])[C:12]1[N:13]=[C:14]2[C:9]([C:8](=[O:19])[C:7]([C:20]([OH:22])=[O:21])=[CH:6][NH:5]2)=[CH:10][C:11]=1[F:18]. The catalyst class is: 33. (2) Reactant: [NH2:1][C:2]1[N:7]=[C:6]([N:8]2[CH2:29][CH2:28][C:11]3([CH2:15][N:14]([C:16]([O:18][C:19]([CH3:22])([CH3:21])[CH3:20])=[O:17])[C@H:13]([C:23]([O:25][CH2:26][CH3:27])=[O:24])[CH2:12]3)[CH2:10][CH2:9]2)[CH:5]=[C:4]([O:30][C@H:31]([C:36]2[CH:41]=[C:40](Br)[CH:39]=[CH:38][C:37]=2Br)[C:32]([F:35])([F:34])[F:33])[N:3]=1.[C:44]1(B(O)O)[CH:49]=[CH:48][CH:47]=[CH:46][CH:45]=1.C([O-])([O-])=O.[Na+].[Na+]. Product: [C:44]1([C:37]2[CH:38]=[CH:39][C:40]([C:36]3[CH:41]=[CH:40][CH:39]=[CH:38][CH:37]=3)=[CH:41][C:36]=2[C@@H:31]([O:30][C:4]2[N:3]=[C:2]([NH2:1])[N:7]=[C:6]([N:8]3[CH2:29][CH2:28][C:11]4([CH2:15][N:14]([C:16]([O:18][C:19]([CH3:21])([CH3:20])[CH3:22])=[O:17])[C@H:13]([C:23]([O:25][CH2:26][CH3:27])=[O:24])[CH2:12]4)[CH2:10][CH2:9]3)[CH:5]=2)[C:32]([F:33])([F:34])[F:35])[CH:49]=[CH:48][CH:47]=[CH:46][CH:45]=1. The catalyst class is: 12. (3) Reactant: FC(F)(F)C(O)=O.[C:8]([O:11][CH2:12][CH2:13][CH2:14][NH:15][C:16](=[O:50])[C@H:17]([N:25]([C:27](=[O:49])[C@H:28]([N:40](C(OC(C)(C)C)=O)[CH3:41])[CH2:29][C:30]1[CH:39]=[CH:38][C:37]2[C:32](=[CH:33][CH:34]=[CH:35][CH:36]=2)[CH:31]=1)[CH3:26])[CH2:18][C:19]1[CH:24]=[CH:23][CH:22]=[CH:21][CH:20]=1)(=[O:10])[CH3:9]. Product: [C:8]([O:11][CH2:12][CH2:13][CH2:14][NH:15][C:16](=[O:50])[C@H:17]([N:25]([C:27](=[O:49])[C@H:28]([NH:40][CH3:41])[CH2:29][C:30]1[CH:39]=[CH:38][C:37]2[C:32](=[CH:33][CH:34]=[CH:35][CH:36]=2)[CH:31]=1)[CH3:26])[CH2:18][C:19]1[CH:20]=[CH:21][CH:22]=[CH:23][CH:24]=1)(=[O:10])[CH3:9]. The catalyst class is: 4. (4) Reactant: [Cl:1][C:2]1[C:3]2[N:4]([C:16]([CH3:19])=[CH:17][CH:18]=2)[C:5]([C:8]([N:10]2[CH2:15][CH2:14][O:13][CH2:12][CH2:11]2)=[O:9])=[CH:6][N:7]=1.[Cl:20][C:21]1[CH:22]=[C:23]([CH:25]=[CH:26][CH:27]=1)[NH2:24].CS(O)(=O)=O. Product: [ClH:1].[Cl:20][C:21]1[CH:22]=[C:23]([NH:24][C:2]2[C:3]3[N:4]([C:16]([CH3:19])=[CH:17][CH:18]=3)[C:5]([C:8]([N:10]3[CH2:15][CH2:14][O:13][CH2:12][CH2:11]3)=[O:9])=[CH:6][N:7]=2)[CH:25]=[CH:26][CH:27]=1. The catalyst class is: 169. (5) Reactant: [NH2:1][C:2]1[N:7]=[C:6]([C:8]2[O:9][CH:10]=[CH:11][CH:12]=2)[C:5]([C:13]#[N:14])=[C:4](SC)[N:3]=1.[NH:17]1[CH2:22][CH2:21][O:20][CH2:19][CH2:18]1. Product: [NH2:1][C:2]1[N:7]=[C:6]([C:8]2[O:9][CH:10]=[CH:11][CH:12]=2)[C:5]([C:13]#[N:14])=[C:4]([N:17]2[CH2:22][CH2:21][O:20][CH2:19][CH2:18]2)[N:3]=1. The catalyst class is: 8. (6) Product: [CH:1]1([CH2:6][C@H:7]([NH:19][C:20]([C:22]2[O:23][CH:24]=[CH:25][CH:26]=2)=[O:21])[C:8](=[O:18])[NH:9][CH:10]2[CH2:16][CH2:15][CH2:14][N:13]([S:38]([C:33]3[CH:34]=[CH:35][CH:36]=[CH:37][N:32]=3)(=[O:40])=[O:39])[CH2:12][CH:11]2[OH:17])[CH2:5][CH2:4][CH2:3][CH2:2]1. Reactant: [CH:1]1([CH2:6][C@H:7]([NH:19][C:20]([C:22]2[O:23][CH:24]=[CH:25][CH:26]=2)=[O:21])[C:8](=[O:18])[NH:9][CH:10]2[CH2:16][CH2:15][CH2:14][NH:13][CH2:12][CH:11]2[OH:17])[CH2:5][CH2:4][CH2:3][CH2:2]1.C(=O)(O)[O-].[Na+].[N:32]1[CH:37]=[CH:36][CH:35]=[CH:34][C:33]=1[S:38](Cl)(=[O:40])=[O:39]. The catalyst class is: 34. (7) Reactant: [C:1]([O:5][C:6](=[O:24])[NH:7][CH2:8][C@H:9]1[CH2:14][CH2:13][C@@H:12]([CH2:15][NH:16]C(OC(C)(C)C)=O)[CH2:11][CH2:10]1)([CH3:4])([CH3:3])[CH3:2].Cl.CC(OC(OC(OC(C)(C)C)=O)=O)(C)C. Product: [C:1]([O:5][C:6](=[O:24])[NH:7][CH2:8][C@H:9]1[CH2:10][CH2:11][C@@H:12]([CH2:15][NH2:16])[CH2:13][CH2:14]1)([CH3:4])([CH3:2])[CH3:3]. The catalyst class is: 91.